Dataset: Catalyst prediction with 721,799 reactions and 888 catalyst types from USPTO. Task: Predict which catalyst facilitates the given reaction. (1) Reactant: CS(O[CH2:6][C@@H:7]1[O:11][C:10](=[O:12])[N:9]([C:13]2[CH:18]=[CH:17][C:16]([I:19])=[C:15]([F:20])[CH:14]=2)[CH2:8]1)(=O)=O.[N-:21]=[N+:22]=[N-:23].[Na+].C(=O)(O)[O-].[Na+]. Product: [N:21]([CH2:6][C@@H:7]1[O:11][C:10](=[O:12])[N:9]([C:13]2[CH:18]=[CH:17][C:16]([I:19])=[C:15]([F:20])[CH:14]=2)[CH2:8]1)=[N+:22]=[N-:23]. The catalyst class is: 3. (2) Reactant: [NH2:1][C@@H:2]1[CH2:7][CH2:6][N:5]([C:8]2[C:9]([Cl:40])=[C:10]([NH:16][C:17]3[N:22]=[C:21]([N:23]([CH2:33][CH3:34])[CH2:24][C:25]4[CH:30]=[CH:29][C:28]([O:31][CH3:32])=[CH:27][CH:26]=4)[C:20]4=[N:35][CH:36]=[C:37]([C:38]#[N:39])[N:19]4[N:18]=3)[CH:11]=[C:12]([C:14]#[N:15])[CH:13]=2)[CH2:4][C@H:3]1[OH:41].CCN(C(C)C)C(C)C.Cl[CH2:52][CH:53]1[CH2:55][O:54]1. Product: [Cl:40][C:9]1[C:8]([N:5]2[CH2:6][CH2:7][C@@H:2]([N:1]3[CH2:55][CH:53]([OH:54])[CH2:52]3)[C@H:3]([OH:41])[CH2:4]2)=[CH:13][C:12]([C:14]#[N:15])=[CH:11][C:10]=1[NH:16][C:17]1[N:22]=[C:21]([N:23]([CH2:33][CH3:34])[CH2:24][C:25]2[CH:26]=[CH:27][C:28]([O:31][CH3:32])=[CH:29][CH:30]=2)[C:20]2=[N:35][CH:36]=[C:37]([C:38]#[N:39])[N:19]2[N:18]=1. The catalyst class is: 3. (3) Reactant: S(Cl)(Cl)=O.CC1SC(C(O)=O)=CC=1.CC1SC(C(Cl)=O)=CC=1.[CH3:23][C:24]1[S:28][C:27]([C:29]([N:31]=[C:32]=[S:33])=[O:30])=[CH:26][CH:25]=1.[CH3:34][O:35][C:36]1[CH:37]=[C:38]2[C:43](=[CH:44][C:45]=1[O:46][CH3:47])[N:42]=[CH:41][CH:40]=[C:39]2[O:48][C:49]1[CH:55]=[CH:54][C:52]([NH2:53])=[CH:51][C:50]=1[F:56]. Product: [CH3:34][O:35][C:36]1[CH:37]=[C:38]2[C:43](=[CH:44][C:45]=1[O:46][CH3:47])[N:42]=[CH:41][CH:40]=[C:39]2[O:48][C:49]1[CH:55]=[CH:54][C:52]([NH:53][C:32]([NH:31][C:29]([C:27]2[S:28][C:24]([CH3:23])=[CH:25][CH:26]=2)=[O:30])=[S:33])=[CH:51][C:50]=1[F:56]. The catalyst class is: 548. (4) Product: [Br:1][C:2]1[CH:3]=[C:4]([C:17]([F:19])([F:20])[F:18])[C:5]2[C:6](=[N:8][N:9]([CH3:23])[C:10]=2[C:11]2[CH:16]=[CH:15][CH:14]=[CH:13][CH:12]=2)[N:7]=1. Reactant: [Br:1][C:2]1[N:7]=[C:6]2[NH:8][N:9]=[C:10]([C:11]3[CH:16]=[CH:15][CH:14]=[CH:13][CH:12]=3)[C:5]2=[C:4]([C:17]([F:20])([F:19])[F:18])[CH:3]=1.CI.[C:23](=O)([O-])[O-].[K+].[K+].O. The catalyst class is: 3. (5) Reactant: [F:8][C:7]([F:10])([F:9])[C:6](O[C:6](=[O:11])[C:7]([F:10])([F:9])[F:8])=[O:11].[F:14][C:15]1[CH:16]=[CH:17]/[C:18](=[N:25]\S(C2C=CC(C)=CC=2)(=O)=O)/[N:19]([CH2:21][C:22]([NH2:24])=O)[CH:20]=1. Product: [F:10][C:7]([F:8])([F:9])[C:6]([NH:24][C:22]1[N:25]=[C:18]2[CH:17]=[CH:16][C:15]([F:14])=[CH:20][N:19]2[CH:21]=1)=[O:11]. The catalyst class is: 4.